Dataset: Catalyst prediction with 721,799 reactions and 888 catalyst types from USPTO. Task: Predict which catalyst facilitates the given reaction. (1) Reactant: [NH2:1][C:2]1[C:7]([NH:8][C:9](=[O:12])[O:10][CH3:11])=[C:6]([NH2:13])[N:5]=[C:4]([C:14]2[C:22]3[C:17](=[N:18][CH:19]=[C:20]([F:23])[CH:21]=3)[N:16]([CH2:24][C:25]3[CH:30]=[CH:29][CH:28]=[CH:27][C:26]=3[F:31])[N:15]=2)[N:3]=1.[H-].[Na+].ClC(Cl)(Cl)S(O[CH2:40][C:41]([F:44])([F:43])[F:42])(=O)=O.O. Product: [NH2:1][C:2]1[C:7]([N:8]([CH2:40][C:41]([F:44])([F:43])[F:42])[C:9](=[O:12])[O:10][CH3:11])=[C:6]([NH2:13])[N:5]=[C:4]([C:14]2[C:22]3[C:17](=[N:18][CH:19]=[C:20]([F:23])[CH:21]=3)[N:16]([CH2:24][C:25]3[CH:30]=[CH:29][CH:28]=[CH:27][C:26]=3[F:31])[N:15]=2)[N:3]=1. The catalyst class is: 1. (2) Reactant: CO[C:3]1[CH:14]=[CH:13][C:6]2[CH2:7][CH2:8][CH2:9][CH2:10][C:11](=O)[C:5]=2[CH:4]=1.[CH2:15]([NH2:22])[C:16]1[CH:21]=[CH:20][CH:19]=[CH:18][CH:17]=1.[OH2:23].[C:24]1(C)C=CC(S(O)(=O)=O)=CC=1. Product: [CH2:15]([NH:22][CH:8]1[CH2:9][CH2:10][CH2:11][C:5]2[C:4]([O:23][CH3:24])=[CH:3][CH:14]=[CH:13][C:6]=2[CH2:7]1)[C:16]1[CH:21]=[CH:20][CH:19]=[CH:18][CH:17]=1. The catalyst class is: 11. (3) Reactant: [CH2:1]1[CH2:15][CH2:14][CH2:13][CH:12]=[CH:11][CH:10]2[CH:6]([CH2:7][O:8][CH2:9]2)[CH2:5][CH2:4][CH2:3][CH2:2]1.C([O-])(=[O:18])C.[Na+].C(OO)(=O)C.C(=O)([O-])[O-].[Na+].[Na+]. Product: [CH:10]12[CH2:9][O:8][CH2:7][CH:6]1[CH2:5][CH2:4][CH2:3][CH2:2][CH2:1][CH2:15][CH2:14][CH2:13][CH:12]1[CH:11]2[O:18]1. The catalyst class is: 133. (4) Product: [O:4]1[C:5]2([CH2:6][CH2:7][C:8]([C:21]3[CH:22]=[CH:23][C:24]([NH:27][C:28](=[O:37])[O:29][CH2:30][C:31]4[CH:36]=[CH:35][CH:34]=[CH:33][CH:32]=4)=[CH:25][CH:26]=3)=[CH:9][CH2:10]2)[O:1][CH2:2][CH2:3]1. Reactant: [O:1]1[C:5]2([CH2:10][CH:9]=[C:8](B3OC(C)(C)C(C)(C)O3)[CH2:7][CH2:6]2)[O:4][CH2:3][CH2:2]1.Br[C:21]1[CH:26]=[CH:25][C:24]([NH:27][C:28](=[O:37])[O:29][CH2:30][C:31]2[CH:36]=[CH:35][CH:34]=[CH:33][CH:32]=2)=[CH:23][CH:22]=1. The catalyst class is: 57. (5) Product: [ClH:21].[NH2:7][C@H:8]([C:12]1[CH:20]=[CH:19][C:18]([Cl:21])=[CH:17][C:13]=1[C:14]([OH:16])=[O:15])[CH:9]([CH3:10])[CH3:11]. Reactant: C([S@@]([NH:7][C@H:8]([C:12]1[CH:20]=[CH:19][C:18]([Cl:21])=[CH:17][C:13]=1[C:14]([OH:16])=[O:15])[CH:9]([CH3:11])[CH3:10])=O)(C)(C)C.Cl.CO. The catalyst class is: 2. (6) Reactant: [O:1]=[C:2]1[NH:11][C:10]2[N:9]=[CH:8][C:7](/[CH:12]=[CH:13]/[C:14]([OH:16])=O)=[CH:6][C:5]=2[CH2:4][CH2:3]1.C1C=CC2N(O)N=NC=2C=1.CCN=C=NCCCN(C)C.[CH3:38][NH:39][CH2:40][C:41]1[O:42][C:43]2[CH:50]=[CH:49][CH:48]=[CH:47][C:44]=2[C:45]=1[CH3:46].CCN(C(C)C)C(C)C. Product: [CH3:38][N:39]([CH2:40][C:41]1[O:42][C:43]2[CH:50]=[CH:49][CH:48]=[CH:47][C:44]=2[C:45]=1[CH3:46])[C:14](=[O:16])/[CH:13]=[CH:12]/[C:7]1[CH:8]=[N:9][C:10]2[NH:11][C:2](=[O:1])[CH2:3][CH2:4][C:5]=2[CH:6]=1. The catalyst class is: 136. (7) Reactant: [N:1]1([CH:7]2[CH:12]3[CH:8]2[CH2:9][N:10]([C:13]2[N:18]=[CH:17][C:16]([C:19]([O:21]CC)=[O:20])=[CH:15][N:14]=2)[CH2:11]3)[CH2:6][CH2:5][O:4][CH2:3][CH2:2]1.[OH-].[Na+].Cl. Product: [N:1]1([CH:7]2[CH:8]3[CH:12]2[CH2:11][N:10]([C:13]2[N:14]=[CH:15][C:16]([C:19]([OH:21])=[O:20])=[CH:17][N:18]=2)[CH2:9]3)[CH2:2][CH2:3][O:4][CH2:5][CH2:6]1. The catalyst class is: 20. (8) Reactant: Cl.Cl[C:3]1[N:8]=[CH:7][N:6]=[C:5]([NH:9][C:10]2[CH:15]=[CH:14][CH:13]=[C:12]([Cl:16])[CH:11]=2)[CH:4]=1.[CH3:17][O:18][CH2:19][CH2:20][NH2:21].CCN(C(C)C)C(C)C. Product: [Cl:16][C:12]1[CH:11]=[C:10]([NH:9][C:5]2[CH:4]=[C:3]([NH:21][CH2:20][CH2:19][O:18][CH3:17])[N:8]=[CH:7][N:6]=2)[CH:15]=[CH:14][CH:13]=1. The catalyst class is: 114. (9) Product: [NH2:1][C:4]1[CH:9]=[CH:8][C:7](/[CH:10]=[CH:11]/[C:12]2[N:13]=[C:14]([NH:17][C:18](=[O:20])[CH3:19])[S:15][CH:16]=2)=[CH:6][CH:5]=1. The catalyst class is: 43. Reactant: [N+:1]([C:4]1[CH:9]=[CH:8][C:7](/[CH:10]=[CH:11]/[C:12]2[N:13]=[C:14]([NH:17][C:18](=[O:20])[CH3:19])[S:15][CH:16]=2)=[CH:6][CH:5]=1)([O-])=O. (10) Reactant: [CH2-:1][C:2]([CH3:4])=[O:3].[CH2-:5][C:6]([CH3:8])=[O:7].[C:9]([C:12]([C@H:14]([C@@H:16]([C@@H:18]([CH2:20][OH:21])[OH:19])[OH:17])[OH:15])=O)([OH:11])=[O:10].[Si](C=[N+]=[N-])(C)(C)C.C[CH2:30][O:31]CC. Product: [CH2-:1][C:2]([CH3:4])=[O:3].[CH2-:5][C:6]([CH3:8])=[O:7].[C:9]([CH2:12][C:14]([C@H:16]([C@@H:18]([C@@H:20]([CH2:30][OH:31])[OH:21])[OH:19])[OH:17])=[O:15])([OH:11])=[O:10]. The catalyst class is: 5.